Task: Predict the reactants needed to synthesize the given product.. Dataset: Full USPTO retrosynthesis dataset with 1.9M reactions from patents (1976-2016) (1) Given the product [C:67]([O:71][C:72]([NH:74][C:75]1[S:79][C:78]([C:80]2[C:85]([F:86])=[CH:84][CH:83]=[CH:82][C:81]=2[F:87])=[N:77][C:76]=1[C:88]([NH:1][C:2]1[CH:3]=[N:4][N:5]([CH3:24])[C:6]=1[N:7]1[CH2:13][C:12]([O:15][CH3:16])([CH3:14])[CH2:11][N:10]([C:17]([O:19][C:20]([CH3:23])([CH3:22])[CH3:21])=[O:18])[CH2:9][CH2:8]1)=[O:89])=[O:73])([CH3:70])([CH3:68])[CH3:69], predict the reactants needed to synthesize it. The reactants are: [NH2:1][C:2]1[CH:3]=[N:4][N:5]([CH3:24])[C:6]=1[N:7]1[CH2:13][C:12]([O:15][CH3:16])([CH3:14])[CH2:11][N:10]([C:17]([O:19][C:20]([CH3:23])([CH3:22])[CH3:21])=[O:18])[CH2:9][CH2:8]1.CCN(C(C)C)C(C)C.C1CN([P+](ON2N=NC3C=CC=CC2=3)(N2CCCC2)N2CCCC2)CC1.F[P-](F)(F)(F)(F)F.[C:67]([O:71][C:72]([NH:74][C:75]1[S:79][C:78]([C:80]2[C:85]([F:86])=[CH:84][CH:83]=[CH:82][C:81]=2[F:87])=[N:77][C:76]=1[C:88](O)=[O:89])=[O:73])([CH3:70])([CH3:69])[CH3:68]. (2) Given the product [Br:24][C:18]1[CH:19]=[CH:20][C:21]([F:23])=[CH:22][C:17]=1[O:16][CH:13]1[CH2:14][CH2:15][N:10]([C:4]2[S:5][C:6]3[CH:7]=[N:9][C:28]([SH:29])=[N:1][C:2]=3[N:3]=2)[CH2:11][CH2:12]1, predict the reactants needed to synthesize it. The reactants are: [NH2:1][C:2]1[N:3]=[C:4]([N:10]2[CH2:15][CH2:14][CH:13]([O:16][C:17]3[CH:22]=[C:21]([F:23])[CH:20]=[CH:19][C:18]=3[Br:24])[CH2:12][CH2:11]2)[S:5][C:6]=1[C:7]([NH2:9])=O.C(O[C:28]([S-])=[S:29])C.[K+].CN(C=O)C.OP([O-])(O)=O.[K+]. (3) Given the product [CH3:4][C@@H:3]([CH2:5][CH2:6][CH2:7][CH:8]([CH3:10])[CH3:9])[CH2:2][CH2:1][CH2:11][C:12](=[O:14])[CH3:13].[CH3:15][C@H:16]([CH2:23][CH2:24][CH2:25][CH:26]([CH3:28])[CH3:27])[CH2:17][CH2:18][CH2:19][C:20](=[O:22])[CH3:21], predict the reactants needed to synthesize it. The reactants are: [CH2:1]([CH2:11][C:12](=[O:14])[CH3:13])/[CH:2]=[C:3](/[CH2:5][CH2:6][CH:7]=[C:8]([CH3:10])[CH3:9])\[CH3:4].[CH3:15][C@@H:16]([CH2:23][CH2:24][CH2:25][CH:26]([CH3:28])[CH3:27])[CH2:17][CH2:18][CH2:19][C:20](=[O:22])[CH3:21]. (4) Given the product [Cl:1][C:2]1[CH:8]=[C:7]2[C:5](=[CH:4][CH:3]=1)[N:6]=[C:16]([CH3:17])[C:10]([CH3:9])=[C:11]2[OH:12], predict the reactants needed to synthesize it. The reactants are: [Cl:1][C:2]1[CH:8]=[CH:7][C:5]([NH2:6])=[CH:4][CH:3]=1.[CH3:9][CH:10]([C:16](=O)[CH3:17])[C:11](OCC)=[O:12]. (5) Given the product [Cl:5][C:6]1[CH:14]=[CH:13][C:9]([C:10]([C:21]2[CH:20]=[CH:19][C:18]([O:22][CH3:23])=[CH:17][C:16]=2[F:15])=[O:11])=[CH:8][CH:7]=1, predict the reactants needed to synthesize it. The reactants are: [Cl-].[Cl-].[Cl-].[Al+3].[Cl:5][C:6]1[CH:14]=[CH:13][C:9]([C:10](Cl)=[O:11])=[CH:8][CH:7]=1.[F:15][C:16]1[CH:17]=[C:18]([O:22][CH3:23])[CH:19]=[CH:20][CH:21]=1. (6) Given the product [CH2:29]([O:36][C:37]([C@@H:39]1[CH2:43][CH2:42][CH2:41][N:40]1[C:44](=[O:60])[CH2:45][NH:52][C:53]([O:55][C:56]([CH3:58])([CH3:57])[CH3:59])=[O:54])=[O:38])[C:30]1[CH:31]=[CH:32][CH:33]=[CH:34][CH:35]=1, predict the reactants needed to synthesize it. The reactants are: C(NCC(O)=O)(OC(C)(C)C)=O.Cl.C(OC(=O)[C@@H]1CCCN1)C1C=CC=CC=1.[CH2:29]([O:36][C:37]([C@@H:39]1[CH2:43][CH2:42][CH2:41][N:40]1[C:44](=[O:60])[C@H:45]([NH:52][C:53]([O:55][C:56]([CH3:59])([CH3:58])[CH3:57])=[O:54])C1C=CC=CC=1)=[O:38])[C:30]1[CH:35]=[CH:34][CH:33]=[CH:32][CH:31]=1.